This data is from Reaction yield outcomes from USPTO patents with 853,638 reactions. The task is: Predict the reaction yield, written as a fraction of the theoretical maximum amount of product (1.0 means a 100% yield; for example, 0.34 means a 34% yield). (1) The reactants are [Br:1][C:2]1[CH:7]=[CH:6][C:5]([CH2:8]Br)=[C:4]([CH2:10][CH3:11])[CH:3]=1.[NH:12]1[CH2:16][CH2:15][CH2:14][CH2:13]1. The catalyst is C(Cl)Cl. The product is [Br:1][C:2]1[CH:7]=[CH:6][C:5]([CH2:8][N:12]2[CH2:16][CH2:15][CH2:14][CH2:13]2)=[C:4]([CH2:10][CH3:11])[CH:3]=1. The yield is 0.680. (2) The reactants are Cl.[NH2:2][OH:3].[OH-:4].[Na+].CO[C:8]1[CH:9]=[C:10]([CH:13]=[CH:14][CH:15]=1)[C:11]#[N:12].[CH2:16](O)C. No catalyst specified. The product is [OH:3][NH:2][C:11](=[NH:12])[C:10]1[CH:13]=[CH:14][CH:15]=[C:8]([O:4][CH3:16])[CH:9]=1. The yield is 0.520. (3) The reactants are [CH3:1][O:2][CH2:3][C:4]([N:7]1[C:15]2[C:10](=[CH:11][CH:12]=[CH:13][CH:14]=2)[C:9]([CH:16]=[O:17])=[C:8]1[CH3:18])([CH3:6])[CH3:5].[Mn]([O-])(=O)(=O)=[O:20].[K+]. The catalyst is CC(C)=O.O. The product is [CH3:1][O:2][CH2:3][C:4]([N:7]1[C:15]2[C:10](=[CH:11][CH:12]=[CH:13][CH:14]=2)[C:9]([C:16]([OH:20])=[O:17])=[C:8]1[CH3:18])([CH3:6])[CH3:5]. The yield is 0.940. (4) The reactants are [N:1]1([CH:6]([CH3:12])C(OCC)=O)[CH:5]=[CH:4][N:3]=[N:2]1.[H-].[Al+3].[Li+].[H-].[H-].[H-].[OH-].[Na+].C1C[O:24][CH2:23]C1. No catalyst specified. The product is [N:1]1([CH2:6][CH2:12][CH2:23][OH:24])[CH:5]=[CH:4][N:3]=[N:2]1. The yield is 0.920. (5) The reactants are [CH3:1][O:2][C:3]1[CH:4]=[C:5]2[C:10](=[CH:11][C:12]=1[O:13][CH3:14])[N:9]=[CH:8][CH:7]=[C:6]2[O:15][C:16]1[C:22]([CH3:23])=[CH:21][C:19]([NH2:20])=[C:18]([CH3:24])[CH:17]=1.ClC(Cl)(O[C:29](=[O:35])[O:30][C:31](Cl)(Cl)Cl)Cl.[O:37]1[CH2:42][CH2:41]C(O)[CH2:39][CH2:38]1.C(=O)(O)[O-].[Na+]. The catalyst is C(Cl)Cl.C(N(CC)CC)C.C1(C)C=CC=CC=1. The product is [CH3:1][O:2][C:3]1[CH:4]=[C:5]2[C:10](=[CH:11][C:12]=1[O:13][CH3:14])[N:9]=[CH:8][CH:7]=[C:6]2[O:15][C:16]1[C:22]([CH3:23])=[CH:21][C:19]([NH:20][C:29](=[O:35])[O:30][CH:31]2[CH2:41][CH2:42][O:37][CH2:38][CH2:39]2)=[C:18]([CH3:24])[CH:17]=1. The yield is 0.840. (6) The reactants are [H-].[Na+].[F:3][C:4]([F:18])([F:17])[C:5]1[CH:10]=[CH:9][CH:8]=[CH:7][C:6]=1[CH:11]([OH:16])[C:12]([F:15])([F:14])[F:13].[NH2:19][C:20]1[N:25]=[C:24](Cl)[CH:23]=[C:22]([Cl:27])[N:21]=1.O. The catalyst is C1COCC1.C(OCC)(=O)C. The product is [Cl:27][C:22]1[CH:23]=[C:24]([O:16][CH:11]([C:6]2[CH:7]=[CH:8][CH:9]=[CH:10][C:5]=2[C:4]([F:17])([F:18])[F:3])[C:12]([F:13])([F:14])[F:15])[N:25]=[C:20]([NH2:19])[N:21]=1. The yield is 0.710. (7) The reactants are Cl.O(C([NH:9][CH2:10][CH2:11][CH2:12][O:13][C:14]1[C:15]([C:24]([NH:26][C:27]2[CH:32]=[CH:31][C:30]([Cl:33])=[CH:29][CH:28]=2)=[O:25])=[CH:16][C:17]2[C:22]([CH:23]=1)=[CH:21][CH:20]=[CH:19][CH:18]=2)=O)C(C)(C)C. The catalyst is C1COCC1. The product is [ClH:33].[NH2:9][CH2:10][CH2:11][CH2:12][O:13][C:14]1[C:15]([C:24]([NH:26][C:27]2[CH:28]=[CH:29][C:30]([Cl:33])=[CH:31][CH:32]=2)=[O:25])=[CH:16][C:17]2[C:22]([CH:23]=1)=[CH:21][CH:20]=[CH:19][CH:18]=2. The yield is 0.550. (8) The reactants are [CH3:1][N:2]1[CH2:7][CH2:6][NH:5][CH2:4][CH2:3]1.C(=O)([O-])[O-].[K+].[K+].[Cl:14][CH2:15][CH2:16][CH2:17][CH2:18]Br. The catalyst is CC(C)=O. The product is [CH3:1][N:2]1[CH2:7][CH2:6][N:5]([CH2:18][CH2:17][CH2:16][CH2:15][Cl:14])[CH2:4][CH2:3]1. The yield is 0.485. (9) The reactants are Cl[C:2]1[CH:7]=[CH:6][N:5]=[C:4]2[CH:8]=[CH:9][O:10][C:3]=12.[NH:11]1[CH2:16][CH2:15][NH:14][CH2:13][CH2:12]1. The catalyst is CO. The product is [N:11]1([C:2]2[CH:7]=[CH:6][N:5]=[C:4]3[CH:8]=[CH:9][O:10][C:3]=23)[CH2:16][CH2:15][NH:14][CH2:13][CH2:12]1. The yield is 0.220. (10) The reactants are [Cl:1][C:2]1[CH:7]=[CH:6][C:5]([N:8]2[CH2:13][CH2:12][CH:11]([N:14]3[CH2:18][CH2:17][CH:16]([NH2:19])[CH2:15]3)[CH2:10][CH2:9]2)=[CH:4][C:3]=1[NH:20][C@@H:21]([C:23]1[CH:28]=[CH:27][C:26]([Cl:29])=[CH:25][C:24]=1[Cl:30])[CH3:22].C[Si]([N:35]=[C:36]=[O:37])(C)C. The catalyst is C1COCC1.C(O)(=O)C. The product is [Cl:1][C:2]1[CH:7]=[CH:6][C:5]([N:8]2[CH2:13][CH2:12][CH:11]([N:14]3[CH2:18][CH2:17][CH:16]([NH:19][C:36]([NH2:35])=[O:37])[CH2:15]3)[CH2:10][CH2:9]2)=[CH:4][C:3]=1[NH:20][C@@H:21]([C:23]1[CH:28]=[CH:27][C:26]([Cl:29])=[CH:25][C:24]=1[Cl:30])[CH3:22]. The yield is 0.260.